Dataset: Reaction yield outcomes from USPTO patents with 853,638 reactions. Task: Predict the reaction yield, written as a fraction of the theoretical maximum amount of product (1.0 means a 100% yield; for example, 0.34 means a 34% yield). The reactants are Cl[C:2]1[CH:3]=[CH:4][C:5]2[O:14][CH2:13][CH2:12][C:11]3[CH:10]=[C:9]([C:15]4[N:16]([C:20]5[CH:25]=[CH:24][C:23]([F:26])=[CH:22][C:21]=5[F:27])[N:17]=[CH:18][N:19]=4)[S:8][C:7]=3[C:6]=2[N:28]=1.C[Si](C)(C)[O:31][CH:32]1[CH2:37][CH2:36][NH:35][CH2:34][CH2:33]1.C(N1CCN2CCN(CCCC)P1N(CCCC)CC2)CCC.CC(C)([O-])C. The catalyst is O1CCOCC1.CC([O-])=O.CC([O-])=O.[Pd+2]. The product is [F:27][C:21]1[CH:22]=[C:23]([F:26])[CH:24]=[CH:25][C:20]=1[N:16]1[C:15]([C:9]2[S:8][C:7]3[C:6]4[N:28]=[C:2]([N:35]5[CH2:36][CH2:37][CH:32]([OH:31])[CH2:33][CH2:34]5)[CH:3]=[CH:4][C:5]=4[O:14][CH2:13][CH2:12][C:11]=3[CH:10]=2)=[N:19][CH:18]=[N:17]1. The yield is 0.380.